Dataset: Catalyst prediction with 721,799 reactions and 888 catalyst types from USPTO. Task: Predict which catalyst facilitates the given reaction. (1) Reactant: [CH:1]([C:4]1([OH:23])[CH2:11][CH:10]2[CH:6]([CH2:7][CH:8]([NH:12][CH2:13][C:14]([N:16]3[CH2:20][CH2:19][CH2:18][CH:17]3[C:21]#[N:22])=[O:15])[CH2:9]2)[CH2:5]1)([CH3:3])[CH3:2].[ClH:24]. Product: [ClH:24].[CH:1]([C:4]1([OH:23])[CH2:11][CH:10]2[CH:6]([CH2:7][CH:8]([NH:12][CH2:13][C:14]([N:16]3[CH2:20][CH2:19][CH2:18][CH:17]3[C:21]#[N:22])=[O:15])[CH2:9]2)[CH2:5]1)([CH3:3])[CH3:2]. The catalyst class is: 28. (2) Reactant: [Br:1][C:2]1[CH:3]=[CH:4][C:5]([OH:18])=[C:6]([C:8](=[O:17])[CH2:9][C:10]2[CH:15]=[CH:14][C:13]([F:16])=[CH:12][CH:11]=2)[CH:7]=1.[C:19](O[C:19](=O)[CH2:20][CH2:21][CH3:22])(=O)[CH2:20][CH2:21][CH3:22].Cl. Product: [Br:1][C:2]1[CH:7]=[C:6]2[C:5](=[CH:4][CH:3]=1)[O:18][C:19]([CH2:20][CH2:21][CH3:22])=[C:9]([C:10]1[CH:15]=[CH:14][C:13]([F:16])=[CH:12][CH:11]=1)[C:8]2=[O:17]. The catalyst class is: 66. (3) Reactant: [Br:1][C:2]1[CH:7]=[CH:6][C:5]([CH2:8][CH2:9][CH2:10][OH:11])=[CH:4][CH:3]=1.C(N(CC)CC)C.[CH3:19][C:20]([Si:23](Cl)([CH3:25])[CH3:24])([CH3:22])[CH3:21]. Product: [Br:1][C:2]1[CH:3]=[CH:4][C:5]([CH2:8][CH2:9][CH2:10][O:11][Si:23]([C:20]([CH3:22])([CH3:21])[CH3:19])([CH3:25])[CH3:24])=[CH:6][CH:7]=1. The catalyst class is: 154. (4) Reactant: [CH3:1][O:2][C:3]1[CH:4]=[CH:5][C:6]2[N:10]3[CH2:11][C:12]4[C:17]([C:9]3=[C:8]([CH:18]=[CH:19][CH2:20][C:21]([O:23]CC)=[O:22])[C:7]=2[N:26]=1)=[CH:16][CH:15]=[CH:14][CH:13]=4.[OH-].[Na+]. Product: [CH3:1][O:2][C:3]1[CH:4]=[CH:5][C:6]2[N:10]3[CH2:11][C:12]4[C:17]([C:9]3=[C:8]([CH2:18][CH2:19][CH2:20][C:21]([OH:23])=[O:22])[C:7]=2[N:26]=1)=[CH:16][CH:15]=[CH:14][CH:13]=4. The catalyst class is: 8.